Dataset: Full USPTO retrosynthesis dataset with 1.9M reactions from patents (1976-2016). Task: Predict the reactants needed to synthesize the given product. (1) The reactants are: [O:1]1[CH2:6][CH2:5][N:4]([CH2:7][CH2:8][CH2:9][O:10][C:11]2[CH:12]=[C:13]([CH:15]=[CH:16][CH:17]=2)[NH2:14])[CH2:3][CH2:2]1.C1C=CC2N(O)N=NC=2C=1.O.[C:29]([CH2:33][C:34](O)=[O:35])([CH3:32])([CH3:31])[CH3:30].CCN=C=NCCCN(C)C.Cl. Given the product [CH3:30][C:29]([CH3:32])([CH3:31])[CH2:33][C:34]([NH:14][C:13]1[CH:15]=[CH:16][CH:17]=[C:11]([O:10][CH2:9][CH2:8][CH2:7][N:4]2[CH2:3][CH2:2][O:1][CH2:6][CH2:5]2)[CH:12]=1)=[O:35], predict the reactants needed to synthesize it. (2) Given the product [OH:15][CH2:12][C:13]#[C:14][C:2]1[CH:11]=[CH:10][C:5]([C:6]([O:8][CH3:9])=[O:7])=[CH:4][CH:3]=1, predict the reactants needed to synthesize it. The reactants are: I[C:2]1[CH:11]=[CH:10][C:5]([C:6]([O:8][CH3:9])=[O:7])=[CH:4][CH:3]=1.[CH2:12]([OH:15])[C:13]#[CH:14].